Predict the reactants needed to synthesize the given product. From a dataset of Full USPTO retrosynthesis dataset with 1.9M reactions from patents (1976-2016). Given the product [C:1]([O:5][C:6]([N:8]1[CH2:12][CH2:11][CH:10]2[N:13]([C:36]3[N:41]=[CH:40][CH:39]=[CH:38][N:37]=3)[CH2:14][CH:15]([C:16]3[C:24]4[C:19](=[CH:20][C:21]([F:25])=[CH:22][CH:23]=4)[NH:18][CH:17]=3)[CH:9]12)=[O:7])([CH3:4])([CH3:2])[CH3:3], predict the reactants needed to synthesize it. The reactants are: [C:1]([O:5][C:6]([N:8]1[CH2:12][CH2:11][CH:10]2[NH:13][CH2:14][CH:15]([C:16]3[C:24]4[C:19](=[CH:20][C:21]([F:25])=[CH:22][CH:23]=4)[NH:18][CH:17]=3)[CH:9]12)=[O:7])([CH3:4])([CH3:3])[CH3:2].CCN(C(C)C)C(C)C.Cl[C:36]1[N:41]=[CH:40][CH:39]=[CH:38][N:37]=1.